This data is from Forward reaction prediction with 1.9M reactions from USPTO patents (1976-2016). The task is: Predict the product of the given reaction. (1) Given the reactants [Cl:1][CH2:2][C@H:3]1[C:11]2[C:10]3[CH:12]=[CH:13][CH:14]=[CH:15][C:9]=3[C:8]([O:16][CH2:17][C:18]3[CH:23]=[CH:22][C:21]([NH:24][C:25](=[O:38])[CH2:26][CH2:27][CH2:28][CH2:29][CH2:30][N:31]4[C:35](=[O:36])[CH:34]=[CH:33][C:32]4=[O:37])=[CH:20][CH:19]=3)=[CH:7][C:6]=2[N:5]([C:39](=[O:71])[CH2:40][CH2:41][CH2:42][CH2:43][CH2:44][O:45][C:46]2[C:47]([O:69][CH3:70])=[CH:48][C:49]3[C:55](=[O:56])[N:54]4[CH2:57][CH2:58][CH2:59][CH:53]4[C@H:52](O)[N:51](C(OC(C)(C)C)=O)[C:50]=3[CH:68]=2)[CH2:4]1.C(O)(C(F)(F)F)=O.C([O-])(O)=O.[Na+], predict the reaction product. The product is: [Cl:1][CH2:2][C@H:3]1[C:11]2[C:10]3[CH:12]=[CH:13][CH:14]=[CH:15][C:9]=3[C:8]([O:16][CH2:17][C:18]3[CH:19]=[CH:20][C:21]([NH:24][C:25](=[O:38])[CH2:26][CH2:27][CH2:28][CH2:29][CH2:30][N:31]4[C:32](=[O:37])[CH:33]=[CH:34][C:35]4=[O:36])=[CH:22][CH:23]=3)=[CH:7][C:6]=2[N:5]([C:39](=[O:71])[CH2:40][CH2:41][CH2:42][CH2:43][CH2:44][O:45][C:46]2[C:47]([O:69][CH3:70])=[CH:48][C:49]3[C:55](=[O:56])[N:54]4[CH2:57][CH2:58][CH2:59][C@H:53]4[CH:52]=[N:51][C:50]=3[CH:68]=2)[CH2:4]1. (2) Given the reactants FC(F)(F)C([NH:5][CH2:6][C:7]1[CH:12]=[CH:11][C:10]([OH:13])=[CH:9][CH:8]=1)=O.Br[C:17]1[CH:18]=[C:19]([CH:22]=[CH:23][CH:24]=1)[C:20]#[N:21].[OH-].[Na+].[Cl-].[Na+], predict the reaction product. The product is: [NH2:5][CH2:6][C:7]1[CH:8]=[CH:9][C:10]([O:13][C:17]2[CH:18]=[C:19]([CH:22]=[CH:23][CH:24]=2)[C:20]#[N:21])=[CH:11][CH:12]=1. (3) Given the reactants C([O:9][CH2:10][C:11]1([C:19]([O:21]CC)=[O:20])[CH2:16][CH2:15][C:14]([F:18])([F:17])[CH2:13][O:12]1)(=O)C1C=CC=CC=1.O.[OH-].[Li+], predict the reaction product. The product is: [F:18][C:14]1([F:17])[CH2:13][O:12][C:11]([CH2:10][OH:9])([C:19]([OH:21])=[O:20])[CH2:16][CH2:15]1. (4) Given the reactants CC1(C)C(C)(C)OB([C:9]2[CH:14]=[C:13]([O:15][CH2:16][C:17]3[N:22]=[C:21]([C:23]#[N:24])[CH:20]=[CH:19][CH:18]=3)[N:12]=[C:11]3[CH2:25][CH2:26][CH2:27][C:10]=23)O1.Cl[C:30]1[N:35]=[C:34]([CH2:36][OH:37])[CH:33]=[N:32][CH:31]=1.COC1C=CC=C(OC)C=1C1C=CC=CC=1P(C1CCCCC1)C1CCCCC1.C(=O)([O-])[O-].[K+].[K+], predict the reaction product. The product is: [OH:37][CH2:36][C:34]1[N:35]=[C:30]([C:9]2[CH:14]=[C:13]([O:15][CH2:16][C:17]3[N:22]=[C:21]([C:23]#[N:24])[CH:20]=[CH:19][CH:18]=3)[N:12]=[C:11]3[CH2:25][CH2:26][CH2:27][C:10]=23)[CH:31]=[N:32][CH:33]=1. (5) The product is: [OH:27][C:26]1[C:21]([O:20][CH3:19])=[CH:22][CH:23]=[CH:24][C:25]=1/[CH:28]=[CH:1]/[C:2]1[N:3]([C:13]2[CH:14]=[CH:15][CH:16]=[CH:17][CH:18]=2)[C:4](=[O:12])[C:5]2[CH:11]=[N:10][CH:9]=[CH:8][C:6]=2[N:7]=1. Given the reactants [CH3:1][C:2]1[N:3]([C:13]2[CH:18]=[CH:17][CH:16]=[CH:15][CH:14]=2)[C:4](=[O:12])[C:5]2[CH:11]=[N:10][CH:9]=[CH:8][C:6]=2[N:7]=1.[CH3:19][O:20][C:21]1[C:26]([OH:27])=[C:25]([CH:28]=O)[CH:24]=[CH:23][CH:22]=1, predict the reaction product. (6) Given the reactants C([CH:3]([C:7](Cl)=[O:8])[C:4](Cl)=[O:5])C.[NH2:10][C:11]1[CH:29]=[C:28]([Br:30])[C:14]([O:15][C:16]2[CH:17]=[C:18]([CH:25]([CH3:27])[CH3:26])[C:19]([OH:24])=[C:20]([CH:23]=2)[CH:21]=[O:22])=[C:13]([Br:31])[C:12]=1[CH3:32].CCN(CC)CC.C1C[O:43][CH2:42][CH2:41]1, predict the reaction product. The product is: [CH2:42]([O:43][C:7](=[O:8])[CH2:3][C:4]([NH:10][C:11]1[CH:29]=[C:28]([Br:30])[C:14]([O:15][C:16]2[CH:17]=[C:18]([CH:25]([CH3:27])[CH3:26])[C:19]([OH:24])=[C:20]([CH:21]=[O:22])[CH:23]=2)=[C:13]([Br:31])[C:12]=1[CH3:32])=[O:5])[CH3:41].